Dataset: Catalyst prediction with 721,799 reactions and 888 catalyst types from USPTO. Task: Predict which catalyst facilitates the given reaction. (1) Reactant: Br[C:2]1[CH:7]=[CH:6][C:5]([C:8]2[N:12]([CH2:13][C@@H:14]3[CH2:18][CH2:17][N:16]([C:19]([CH:21]4[CH2:23][CH2:22]4)=[O:20])[CH2:15]3)[N:11]=[N:10][CH:9]=2)=[CH:4][CH:3]=1.[NH:24]1[C:32]2[C:27](=[CH:28][CH:29]=[C:30](B(O)O)[CH:31]=2)[CH:26]=[CH:25]1. Product: [CH:21]1([C:19]([N:16]2[CH2:17][CH2:18][C@@H:14]([CH2:13][N:12]3[C:8]([C:5]4[CH:6]=[CH:7][C:2]([C:30]5[CH:31]=[C:32]6[C:27]([CH:26]=[CH:25][NH:24]6)=[CH:28][CH:29]=5)=[CH:3][CH:4]=4)=[CH:9][N:10]=[N:11]3)[CH2:15]2)=[O:20])[CH2:23][CH2:22]1. The catalyst class is: 104. (2) Reactant: [N:1]([C:4]1[CH:9]=[CH:8][C:7]([N+:10]([O-])=O)=[CH:6][CH:5]=1)=[N+:2]=[N-:3].[CH2:13]([Br:16])[C:14]#[CH:15]. Product: [Br:16][CH2:13][C:14]1[N:3]=[N:2][N:1]([C:4]2[CH:9]=[CH:8][C:7]([NH2:10])=[CH:6][CH:5]=2)[CH:15]=1.[NH2:1][C:4]1[CH:9]=[CH:8][CH:7]=[CH:6][CH:5]=1. The catalyst class is: 11. (3) Reactant: [Si]([O:8][C:9]1[C:17]2[N:16]=[C:15]([CH:18]([F:20])[F:19])[N:14]([C:21]3[N:26]=[C:25]([N:27]4[CH2:32][CH2:31][O:30][CH2:29][CH2:28]4)[N:24]=[C:23]([N:33]4[CH2:38][CH2:37][N:36]([C:39]([O:41][C:42]([CH3:45])([CH3:44])[CH3:43])=[O:40])[CH2:35][CH2:34]4)[N:22]=3)[C:13]=2[CH:12]=[CH:11][CH:10]=1)(C(C)(C)C)(C)C.[F-].C([N+](CCCC)(CCCC)CCCC)CCC. Product: [F:20][CH:18]([F:19])[C:15]1[N:14]([C:21]2[N:26]=[C:25]([N:27]3[CH2:28][CH2:29][O:30][CH2:31][CH2:32]3)[N:24]=[C:23]([N:33]3[CH2:38][CH2:37][N:36]([C:39]([O:41][C:42]([CH3:45])([CH3:43])[CH3:44])=[O:40])[CH2:35][CH2:34]3)[N:22]=2)[C:13]2[CH:12]=[CH:11][CH:10]=[C:9]([OH:8])[C:17]=2[N:16]=1. The catalyst class is: 1. (4) Reactant: [C:1]([C:3]1[CH:8]=[CH:7][C:6]([O:9][CH3:10])=[CH:5][C:4]=1[CH2:11][C:12]([OH:14])=O)#[N:2].O=S(Cl)[Cl:17]. Product: [Cl:17][C:1]1[C:3]2[C:4](=[CH:5][C:6]([O:9][CH3:10])=[CH:7][CH:8]=2)[CH:11]=[C:12]([OH:14])[N:2]=1. The catalyst class is: 4. (5) Reactant: C[O:2][C:3](=O)[C:4]1[CH:9]=[CH:8][CH:7]=[N:6][C:5]=1[S:10](=[O:20])(=[O:19])[N:11]([CH3:18])[C:12]1[CH:17]=[CH:16][CH:15]=[CH:14][CH:13]=1.[H-].[Al+3].[Li+].[H-].[H-].[H-]. Product: [CH3:18][N:11]([C:12]1[CH:17]=[CH:16][CH:15]=[CH:14][CH:13]=1)[S:10]([C:5]1[C:4]([CH2:3][OH:2])=[CH:9][CH:8]=[CH:7][N:6]=1)(=[O:20])=[O:19]. The catalyst class is: 30. (6) Reactant: [I:1][C:2]1[CH:7]=[CH:6][CH:5]=[C:4]([O:8][CH3:9])[CH:3]=1.C1C(=O)N([Cl:17])C(=O)C1. Product: [Cl:17][C:7]1[CH:6]=[CH:5][C:4]([O:8][CH3:9])=[CH:3][C:2]=1[I:1]. The catalyst class is: 3.